Dataset: Retrosynthesis with 50K atom-mapped reactions and 10 reaction types from USPTO. Task: Predict the reactants needed to synthesize the given product. (1) Given the product COC(=O)CC(Cc1ccc(OC(=O)OC(C)(C)C)cc1)c1nc(C(=O)O)co1, predict the reactants needed to synthesize it. The reactants are: COC(=O)CC(Cc1ccc(OC(=O)OC(C)(C)C)cc1)c1nc(C(=O)OCc2ccccc2)co1. (2) Given the product CNC(=O)c1ccc(C(=O)Nc2ccc(C(C)(F)CNS(=O)(=O)C(C)C)cc2)nc1, predict the reactants needed to synthesize it. The reactants are: CC(C)S(=O)(=O)NCC(C)(F)c1ccc(NC(=O)c2ccc(C(=O)O)cn2)cc1.CN. (3) Given the product CC(C)(C)[Si](C)(C)O[C@H]1CC[C@@H](N2CCC(Cc3c(Cl)cc(-c4ccncc4)cc3Cl)C2=O)CC1, predict the reactants needed to synthesize it. The reactants are: CC(C)(C)[Si](C)(C)O[C@H]1CC[C@@H](N2CCC(Cc3c(Cl)cc(OS(=O)(=O)C(F)(F)F)cc3Cl)C2=O)CC1.OB(O)c1ccncc1. (4) Given the product N#Cc1ccc(-c2ccc(O)cc2)cc1, predict the reactants needed to synthesize it. The reactants are: N#C[Cu].Oc1ccc(-c2ccc(Br)cc2)cc1. (5) Given the product CCOC(=O)N1CCN(C(=O)[C@H](CCO)NC(=O)c2cc(OCC(=O)N3CCC[C@H]3C(=O)NC3CCC3)n(-c3ccccc3)n2)CC1, predict the reactants needed to synthesize it. The reactants are: CCOC(=O)N1CCN(C(=O)[C@H](CCOCc2ccccc2)NC(=O)c2cc(OCC(=O)N3CCC[C@H]3C(=O)NC3CCC3)n(-c3ccccc3)n2)CC1. (6) Given the product COCCCN1CCOc2ccc(CO[C@H]3CN(S(=O)(=O)c4ccc(C)cc4)CC[C@@]34OCCc3cc(CO)ccc34)cc21, predict the reactants needed to synthesize it. The reactants are: COCCCN1CCOc2ccc(CO[C@H]3CN(S(=O)(=O)c4ccc(C)cc4)CC[C@@]34OCCc3cc(C(=O)O)ccc34)cc21. (7) Given the product COc1ccc(/C=C/c2nc3cc(C(=O)O)ccc3[nH]2)cc1OC, predict the reactants needed to synthesize it. The reactants are: COC(=O)c1ccc2[nH]c(C=Cc3ccc(OC)c(OC)c3)nc2c1.